This data is from Reaction yield outcomes from USPTO patents with 853,638 reactions. The task is: Predict the reaction yield, written as a fraction of the theoretical maximum amount of product (1.0 means a 100% yield; for example, 0.34 means a 34% yield). (1) The reactants are [O:1]1[CH2:6][CH2:5][CH:4](OS(C2C=CC(C)=CC=2)(=O)=O)[CH2:3][CH2:2]1.[C:18]([O-:21])(=[S:20])[CH3:19].[K+]. The catalyst is CN(C=O)C.[Na+].[I-]. The product is [O:1]1[CH2:2][CH2:3][CH:4]([S:20][C:18](=[O:21])[CH3:19])[CH2:5][CH2:6]1. The yield is 0.810. (2) The reactants are [NH2:1][C:2]1[CH:7]=[CH:6][C:5]([OH:8])=[CH:4][C:3]=1[F:9].CC(C)([O-])C.[K+].Cl[C:17]1[CH:22]=[CH:21][N:20]=[C:19]([C:23]([O:25][C:26]([CH3:29])([CH3:28])[CH3:27])=[O:24])[CH:18]=1. No catalyst specified. The product is [NH2:1][C:2]1[CH:7]=[CH:6][C:5]([O:8][C:17]2[CH:22]=[CH:21][N:20]=[C:19]([C:23]([O:25][C:26]([CH3:29])([CH3:28])[CH3:27])=[O:24])[CH:18]=2)=[CH:4][C:3]=1[F:9]. The yield is 0.670. (3) The reactants are [CH3:1][O:2][C:3]1[CH:11]=[C:10]([N+:12]([O-:14])=[O:13])[CH:9]=[CH:8][C:4]=1[C:5]([OH:7])=[O:6].[C:15](=O)([O-])[O-].[K+].[K+].IC. No catalyst specified. The product is [CH3:1][O:2][C:3]1[CH:11]=[C:10]([N+:12]([O-:14])=[O:13])[CH:9]=[CH:8][C:4]=1[C:5]([O:7][CH3:15])=[O:6]. The yield is 0.770. (4) The reactants are [Br:1][C:2]1[CH:3]=[C:4]([CH:23]=[CH:24][CH:25]=1)[CH2:5][N:6]1[C:14]2[C:13](=[O:15])[N:12]([CH3:16])[C:11](=[O:17])[N:10]([CH3:18])[C:9]=2[N:8]=[C:7]1[CH2:19][C:20]([OH:22])=[O:21].[CH2:26](O)[CH3:27]. The catalyst is S(=O)(=O)(O)O. The product is [Br:1][C:2]1[CH:3]=[C:4]([CH:23]=[CH:24][CH:25]=1)[CH2:5][N:6]1[C:14]2[C:13](=[O:15])[N:12]([CH3:16])[C:11](=[O:17])[N:10]([CH3:18])[C:9]=2[N:8]=[C:7]1[CH2:19][C:20]([O:22][CH2:26][CH3:27])=[O:21]. The yield is 0.526. (5) The reactants are [CH3:1][O:2][C:3]1[CH:8]=[CH:7][C:6]([C:9]2[O:13][CH:12]=[N:11][C:10]=2[C:14]([O:16][CH2:17][CH3:18])=[O:15])=[CH:5][CH:4]=1.C[Si]([N-][Si](C)(C)C)(C)C.[Li+].[I:29]I.S([O-])([O-])(=O)=S.[Na+].[Na+]. The catalyst is C1COCC1.CCOC(C)=O. The product is [I:29][C:12]1[O:13][C:9]([C:6]2[CH:5]=[CH:4][C:3]([O:2][CH3:1])=[CH:8][CH:7]=2)=[C:10]([C:14]([O:16][CH2:17][CH3:18])=[O:15])[N:11]=1. The yield is 0.800. (6) The reactants are [Li+].C[Si]([N-][Si](C)(C)C)(C)C.[C:11]([N:18]1[CH2:23][CH2:22][C:21](=[O:24])[CH2:20][CH2:19]1)([O:13][C:14]([CH3:17])([CH3:16])[CH3:15])=[O:12].C1C=CC(N([S:32]([C:35]([F:38])([F:37])[F:36])(=[O:34])=[O:33])[S:32]([C:35]([F:38])([F:37])[F:36])(=[O:34])=[O:33])=CC=1.C([O-])(O)=O.[Na+]. The catalyst is C1COCC1. The product is [C:14]([O:13][C:11]([N:18]1[CH2:23][CH:22]=[C:21]([O:24][S:32]([C:35]([F:38])([F:37])[F:36])(=[O:34])=[O:33])[CH2:20][CH2:19]1)=[O:12])([CH3:17])([CH3:16])[CH3:15]. The yield is 0.830. (7) The reactants are [N:1]1[CH:6]=[CH:5][C:4]([CH2:7][O:8][C:9]2[C:10]([N:15]3[CH2:19][CH2:18][CH:17]([NH2:20])[CH2:16]3)=[N:11][CH:12]=[CH:13][N:14]=2)=[CH:3][CH:2]=1.C(N(CC)CC)C.[N:28]([C:31]1[CH:36]=[CH:35][CH:34]=[C:33]([C:37]([F:40])([F:39])[F:38])[CH:32]=1)=[C:29]=[O:30]. The catalyst is ClCCl. The product is [N:1]1[CH:6]=[CH:5][C:4]([CH2:7][O:8][C:9]2[C:10]([N:15]3[CH2:19][CH2:18][CH:17]([NH:20][C:29]([NH:28][C:31]4[CH:36]=[CH:35][CH:34]=[C:33]([C:37]([F:38])([F:39])[F:40])[CH:32]=4)=[O:30])[CH2:16]3)=[N:11][CH:12]=[CH:13][N:14]=2)=[CH:3][CH:2]=1. The yield is 0.125. (8) The reactants are Br[C:2]1[CH:7]=[CH:6][C:5]([C:8]2[CH:9]=[N:10][C:11]3[N:12]([C:14]([CH:17]([C:19]4[CH:20]=[C:21]5[C:26](=[CH:27][CH:28]=4)[N:25]=[CH:24][CH:23]=[CH:22]5)[CH3:18])=[CH:15][N:16]=3)[N:13]=2)=[CH:4][C:3]=1[F:29].C(=O)([O-])[O-].[Na+].[Na+].[CH3:36][N:37](C)C(=O)C. The catalyst is CCOC(C)=O.[C-]#N.[C-]#N.[C-]#N.[C-]#N.[C-]#N.[C-]#N.O.O.O.[K+].[K+].[K+].[K+].[Fe+2].C([O-])(=O)C.[Pd+2].C([O-])(=O)C. The product is [F:29][C:3]1[CH:4]=[C:5]([C:8]2[CH:9]=[N:10][C:11]3[N:12]([C:14]([CH:17]([C:19]4[CH:20]=[C:21]5[C:26](=[CH:27][CH:28]=4)[N:25]=[CH:24][CH:23]=[CH:22]5)[CH3:18])=[CH:15][N:16]=3)[N:13]=2)[CH:6]=[CH:7][C:2]=1[C:36]#[N:37]. The yield is 0.600.